Predict which catalyst facilitates the given reaction. From a dataset of Catalyst prediction with 721,799 reactions and 888 catalyst types from USPTO. (1) Product: [Cl:17][C:14]1[CH:15]=[C:16]2[C:11]([CH:10]=[CH:9][NH:8]2)=[C:12]([CH2:18][N:19]2[C:23]3[CH:24]=[CH:25][CH:26]=[CH:27][C:22]=3[N:21]([CH2:28][CH2:29][C:30]([OH:32])=[O:31])[C:20]2=[O:34])[CH:13]=1. Reactant: C(OC([N:8]1[C:16]2[C:11](=[C:12]([CH2:18][N:19]3[C:23]4[CH:24]=[CH:25][CH:26]=[CH:27][C:22]=4[N:21]([CH2:28][CH2:29][C:30]([O:32]C)=[O:31])[C:20]3=[O:34])[CH:13]=[C:14]([Cl:17])[CH:15]=2)[CH:10]=[CH:9]1)=O)(C)(C)C.[OH-].[Li+].Cl. The catalyst class is: 708. (2) Reactant: N[C@H](CC1C=CC(Cl)=CC=1)[C:3]([N:5]1[CH2:10][CH2:9][N:8]([C:11]2[C:16]([Br:17])=[CH:15][N:14]=[C:13]3[NH:18][CH:19]=[CH:20][C:12]=23)[CH2:7][CH2:6]1)=[O:4].[C:29]([O:33][C:34]([N:36]([CH:49]([CH3:51])[CH3:50])[CH2:37][C@H:38]([C:42]1[CH:47]=[CH:46][C:45]([Cl:48])=[CH:44][CH:43]=1)C(O)=O)=[O:35])([CH3:32])([CH3:31])[CH3:30].C1C=CC2N(O)N=NC=2C=1.O.CCN=C=NCCCN(C)C.C(N(CC)CC)C. Product: [Br:17][C:16]1[C:11]([N:8]2[CH2:7][CH2:6][N:5]([C:3](=[O:4])[C@@H:38]([C:42]3[CH:43]=[CH:44][C:45]([Cl:48])=[CH:46][CH:47]=3)[CH2:37][N:36]([CH:49]([CH3:51])[CH3:50])[C:34](=[O:35])[O:33][C:29]([CH3:31])([CH3:32])[CH3:30])[CH2:10][CH2:9]2)=[C:12]2[CH:20]=[CH:19][NH:18][C:13]2=[N:14][CH:15]=1. The catalyst class is: 2. (3) Reactant: CN(OC)[C:3]([CH:5]1[CH2:10][CH2:9][CH2:8][CH2:7][CH2:6]1)=[O:4].[CH2:13]([Mg]Cl)[C:14]1[CH:19]=[CH:18][CH:17]=[CH:16][CH:15]=1.C(OCC)C.O. Product: [CH2:13]([C:3]([CH:5]1[CH2:10][CH2:9][CH2:8][CH2:7][CH2:6]1)=[O:4])[C:14]1[CH:19]=[CH:18][CH:17]=[CH:16][CH:15]=1. The catalyst class is: 7. (4) Reactant: Br[C:2]1[CH:3]=[C:4]2[C:8](=[C:9]([CH2:11][O:12][CH2:13][C:14]3([C:27]4[CH:32]=[CH:31][CH:30]=[CH:29][CH:28]=4)[CH2:19][CH2:18][N:17]([C:20]([O:22][C:23]([CH3:26])([CH3:25])[CH3:24])=[O:21])[CH2:16][CH2:15]3)[CH:10]=1)[N:7]([CH2:33][O:34][CH2:35][CH2:36][Si:37]([CH3:40])([CH3:39])[CH3:38])[N:6]=[CH:5]2.C([Li])(C)(C)C. Product: [C:27]1([C:14]2([CH2:13][O:12][CH2:11][C:9]3[CH:10]=[CH:2][CH:3]=[C:4]4[C:8]=3[N:7]([CH2:33][O:34][CH2:35][CH2:36][Si:37]([CH3:40])([CH3:39])[CH3:38])[N:6]=[CH:5]4)[CH2:19][CH2:18][N:17]([C:20]([O:22][C:23]([CH3:26])([CH3:25])[CH3:24])=[O:21])[CH2:16][CH2:15]2)[CH:32]=[CH:31][CH:30]=[CH:29][CH:28]=1. The catalyst class is: 7. (5) Reactant: [N+:1]([C:4]1[CH:9]=[CH:8][C:7]([N:10]2[CH2:15][CH2:14][N:13]([CH2:16][CH:17]3[CH2:20][O:19][CH2:18]3)[CH2:12][CH2:11]2)=[CH:6][CH:5]=1)([O-])=O.C(O)C.[Cl-].[NH4+]. Product: [O:19]1[CH2:20][CH:17]([CH2:16][N:13]2[CH2:14][CH2:15][N:10]([C:7]3[CH:8]=[CH:9][C:4]([NH2:1])=[CH:5][CH:6]=3)[CH2:11][CH2:12]2)[CH2:18]1. The catalyst class is: 150. (6) Reactant: F[C:2]1[CH:7]=[CH:6][CH:5]=[CH:4][C:3]=1[N+:8]([O-:10])=[O:9].[CH:11]1([C:17]2[CH:23]=[CH:22][C:20]([NH2:21])=[CH:19][CH:18]=2)[CH2:16][CH2:15][CH2:14][CH2:13][CH2:12]1.C([O-])(C)(C)C.[K+]. Product: [CH:11]1([C:17]2[CH:18]=[CH:19][C:20]([NH:21][C:2]3[CH:7]=[CH:6][CH:5]=[CH:4][C:3]=3[N+:8]([O-:10])=[O:9])=[CH:22][CH:23]=2)[CH2:12][CH2:13][CH2:14][CH2:15][CH2:16]1. The catalyst class is: 16. (7) Reactant: I[CH:2]1[CH2:5][N:4]([C:6]([O:8][C:9]([CH3:12])([CH3:11])[CH3:10])=[O:7])[CH2:3]1.[N+:13]([C:16]1[N:21]=[CH:20][C:19]([OH:22])=[CH:18][CH:17]=1)([O-:15])=[O:14].C([O-])([O-])=O.[Cs+].[Cs+]. Product: [N+:13]([C:16]1[N:21]=[CH:20][C:19]([O:22][CH:2]2[CH2:5][N:4]([C:6]([O:8][C:9]([CH3:12])([CH3:11])[CH3:10])=[O:7])[CH2:3]2)=[CH:18][CH:17]=1)([O-:15])=[O:14]. The catalyst class is: 3. (8) Reactant: [CH2:1](/[C:3](=[CH:8]\[S:9][C:10]1[CH:15]=[CH:14][CH:13]=[CH:12][CH:11]=1)/[C:4]([O:6]C)=[O:5])[CH3:2].[OH-].[Na+].O. Product: [CH2:1]([C:3](=[CH:8][S:9][C:10]1[CH:11]=[CH:12][CH:13]=[CH:14][CH:15]=1)[C:4]([OH:6])=[O:5])[CH3:2]. The catalyst class is: 8. (9) Reactant: [N+:1]([C:4]1[CH:9]=[CH:8][C:7]([C@H:10]([NH:12][C:13](=[O:19])[O:14][C:15]([CH3:18])([CH3:17])[CH3:16])[CH3:11])=[CH:6][CH:5]=1)([O-])=O. Product: [NH2:1][C:4]1[CH:9]=[CH:8][C:7]([C@H:10]([NH:12][C:13](=[O:19])[O:14][C:15]([CH3:18])([CH3:17])[CH3:16])[CH3:11])=[CH:6][CH:5]=1. The catalyst class is: 19. (10) Reactant: C([N:3]1[C:10]2[N:6]([N:7]=[CH:8][C:9]=2[CH2:11][CH2:12][C:13]([O:15]CC)=O)[CH2:5][CH2:4]1)=O.[NH3:18]. Product: [NH:3]1[C:10]2[N:6]([N:7]=[CH:8][C:9]=2[CH2:11][CH2:12][C:13]([NH2:18])=[O:15])[CH2:5][CH2:4]1. The catalyst class is: 5.